From a dataset of Catalyst prediction with 721,799 reactions and 888 catalyst types from USPTO. Predict which catalyst facilitates the given reaction. (1) Reactant: [NH:1]1[C:9]2[C:4](=[CH:5][CH:6]=[CH:7][CH:8]=2)[CH2:3][C:2]1=[O:10].[Li]CCCC.CCCCCC.[CH3:22][N:23]([CH3:34])[C:24]1[CH:25]=[C:26]2[C:31](=[CH:32][CH:33]=1)[C:29](=O)[O:28][CH2:27]2.Cl.[OH-].[Na+]. Product: [CH3:22][N:23]([CH3:34])[C:24]1[CH:25]=[C:26]2[C:31](=[CH:32][CH:33]=1)[C:29](=[C:3]1[C:4]3[C:9](=[CH:8][CH:7]=[CH:6][CH:5]=3)[NH:1][C:2]1=[O:10])[O:28][CH2:27]2. The catalyst class is: 57. (2) Product: [CH2:1]([O:4][CH:5]([CH2:14][O:15][CH2:16][C:17]#[CH:18])[CH2:6][N:7]1[C:8](=[O:13])[N:9]=[N:10][C:11]1=[O:12])[C:2]#[CH:3]. The catalyst class is: 2. Reactant: [CH2:1]([O:4][CH:5]([CH2:14][O:15][CH2:16][C:17]#[CH:18])[CH2:6][N:7]1[C:11](=[O:12])[NH:10][NH:9][C:8]1=[O:13])[C:2]#[CH:3]. (3) Reactant: [Cl:1][C:2]1[CH:7]=[C:6]([C:8]2[C:9]([C:13]3[S:14][C:15]([Cl:18])=[CH:16][CH:17]=3)=[N:10][NH:11][CH:12]=2)[CH:5]=[CH:4][N:3]=1.C(=O)([O-])[O-].[Cs+].[Cs+].ClC1[CH:31]=[C:30]([C:32]2C(C3SC(Cl)=CC=3)=NN(CC(C)C)C=2)[CH:29]=CN=1. Product: [Cl:1][C:2]1[CH:7]=[C:6]([C:8]2[CH:12]=[N:11][N:10]([CH2:29][CH:30]([CH3:32])[CH3:31])[C:9]=2[C:13]2[S:14][C:15]([Cl:18])=[CH:16][CH:17]=2)[CH:5]=[CH:4][N:3]=1. The catalyst class is: 9. (4) Reactant: [Br:1]N1C(=O)CCC1=O.[Cl:9][C:10]1[C:11]2[CH:18]=[CH:17][N:16]([CH:19]3[CH2:23][CH2:22][CH2:21][CH2:20]3)[C:12]=2[N:13]=[CH:14][N:15]=1. Product: [Br:1][C:18]1[C:11]2[C:10]([Cl:9])=[N:15][CH:14]=[N:13][C:12]=2[N:16]([CH:19]2[CH2:23][CH2:22][CH2:21][CH2:20]2)[CH:17]=1. The catalyst class is: 2. (5) Reactant: [Br:1][C:2]1[CH:7]=[CH:6][C:5]([CH2:8]O)=[C:4]([CH3:10])[CH:3]=1.P(Br)(Br)[Br:12]. Product: [Br:1][C:2]1[CH:7]=[CH:6][C:5]([CH2:8][Br:12])=[C:4]([CH3:10])[CH:3]=1. The catalyst class is: 2. (6) Reactant: [NH2:1][C:2]1[CH:25]=[CH:24][C:5]([O:6][C:7]2[C:16]3[C:11](=[CH:12][C:13]([O:19][CH2:20][CH2:21][O:22][CH3:23])=[C:14]([C:17]#[N:18])[CH:15]=3)[N:10]=[CH:9][CH:8]=2)=[CH:4][C:3]=1[F:26].[F:27][C:28]1[CH:33]=[CH:32][CH:31]=[CH:30][C:29]=1[N:34]=[C:35]=[O:36]. Product: [C:17]([C:14]1[CH:15]=[C:16]2[C:11](=[CH:12][C:13]=1[O:19][CH2:20][CH2:21][O:22][CH3:23])[N:10]=[CH:9][CH:8]=[C:7]2[O:6][C:5]1[CH:24]=[CH:25][C:2]([NH:1][C:35]([NH:34][C:29]2[CH:30]=[CH:31][CH:32]=[CH:33][C:28]=2[F:27])=[O:36])=[C:3]([F:26])[CH:4]=1)#[N:18]. The catalyst class is: 11. (7) Reactant: C([O-])(=O)C.C1O[C@@H]([O:11][C:12]2[CH:17]=[CH:16][C:15]([N+:18]([O-:20])=[O:19])=[CH:14][CH:13]=2)[C@H](O)[C@@H](O)[C@@H]1O. Product: [CH:14]1[C:15]([N+:18]([O-:20])=[O:19])=[CH:16][CH:17]=[C:12]([OH:11])[CH:13]=1. The catalyst class is: 6.